From a dataset of Forward reaction prediction with 1.9M reactions from USPTO patents (1976-2016). Predict the product of the given reaction. (1) Given the reactants Br[C:2]1[CH:3]=[C:4]2[N:10]=[C:9]([CH2:11][NH:12][S:13]([CH3:16])(=[O:15])=[O:14])[S:8][C:5]2=[N:6][CH:7]=1.[F:17][CH:18]([F:37])[C:19]([NH:21][C@H:22]([CH2:35][F:36])[C@H:23]([OH:34])[C:24]1[CH:29]=[CH:28][C:27]([Sn](C)(C)C)=[CH:26][CH:25]=1)=[O:20].O1C=CC=C1P(C1OC=CC=1)C1OC=CC=1, predict the reaction product. The product is: [F:17][CH:18]([F:37])[C:19]([NH:21][C@H:22]([CH2:35][F:36])[C@H:23]([OH:34])[C:24]1[CH:25]=[CH:26][C:27]([C:2]2[CH:3]=[C:4]3[N:10]=[C:9]([CH2:11][NH:12][S:13]([CH3:16])(=[O:15])=[O:14])[S:8][C:5]3=[N:6][CH:7]=2)=[CH:28][CH:29]=1)=[O:20]. (2) Given the reactants [NH2:1][C:2]1[CH:7]=[CH:6][C:5]([C:8]2[CH:13]=[C:12]([C:14]([F:17])([F:16])[F:15])[CH:11]=[CH:10][C:9]=2[O:18][CH2:19][C:20]([O:22][C:23]([CH3:26])([CH3:25])[CH3:24])=[O:21])=[C:4]([Cl:27])[CH:3]=1.C(N(CC)CC)C.Cl[C:36]([O:38][CH3:39])=[O:37], predict the reaction product. The product is: [Cl:27][C:4]1[CH:3]=[C:2]([NH:1][C:36]([O:38][CH3:39])=[O:37])[CH:7]=[CH:6][C:5]=1[C:8]1[CH:13]=[C:12]([C:14]([F:17])([F:16])[F:15])[CH:11]=[CH:10][C:9]=1[O:18][CH2:19][C:20]([O:22][C:23]([CH3:24])([CH3:26])[CH3:25])=[O:21]. (3) Given the reactants C[O:2][C:3]([C@@H:5]1[C@@H:9]([O:10][CH3:11])[CH2:8][CH2:7][N:6]1[C:12]([O:14][C:15]([CH3:18])([CH3:17])[CH3:16])=[O:13])=O.[NH3:19], predict the reaction product. The product is: [C:15]([O:14][C:12]([N:6]1[CH2:7][CH2:8][C@H:9]([O:10][CH3:11])[C@H:5]1[C:3](=[O:2])[NH2:19])=[O:13])([CH3:18])([CH3:17])[CH3:16]. (4) Given the reactants Br[C:2]1[C:10]2[O:9][CH2:8][C@@H:7]([N:11]([C:26](=[O:31])[C:27]([F:30])([F:29])[F:28])[C:12]3[CH:25]=[CH:24][C:15]4[C@H:16]([CH2:19][C:20]([O:22][CH3:23])=[O:21])[CH2:17][O:18][C:14]=4[CH:13]=3)[C:6]=2[CH:5]=[CH:4][CH:3]=1.[N:32]1[CH:37]=[CH:36][CH:35]=[CH:34][C:33]=1[NH2:38].C(=O)([O-])[O-].[Cs+].[Cs+].C1(P(C2C=CC=CC=2)C2C3OC4C(=CC=CC=4P(C4C=CC=CC=4)C4C=CC=CC=4)C(C)(C)C=3C=CC=2)C=CC=CC=1, predict the reaction product. The product is: [N:32]1[CH:37]=[CH:36][CH:35]=[CH:34][C:33]=1[NH:38][C:2]1[C:10]2[O:9][CH2:8][C@@H:7]([N:11]([C:26](=[O:31])[C:27]([F:30])([F:29])[F:28])[C:12]3[CH:25]=[CH:24][C:15]4[C@H:16]([CH2:19][C:20]([O:22][CH3:23])=[O:21])[CH2:17][O:18][C:14]=4[CH:13]=3)[C:6]=2[CH:5]=[CH:4][CH:3]=1.[N:32]1[CH:37]=[CH:36][CH:35]=[CH:34][C:33]=1[NH:38][C:2]1[C:10]2[O:9][CH2:8][C@@H:7]([NH:11][C:12]3[CH:25]=[CH:24][C:15]4[C@H:16]([CH2:19][C:20]([O:22][CH3:23])=[O:21])[CH2:17][O:18][C:14]=4[CH:13]=3)[C:6]=2[CH:5]=[CH:4][CH:3]=1. (5) Given the reactants [N:1]([CH2:4][C@H:5]1[O:9][C:8](=O)[N:7](C)[C@H:6]1[CH2:12][C:13]1[CH:18]=[CH:17][CH:16]=[CH:15][CH:14]=1)=[N+:2]=[N-:3].O, predict the reaction product. The product is: [N:1]([CH2:4][C@@H:5]([OH:9])[C@@H:6]([NH:7][CH3:8])[CH2:12][C:13]1[CH:18]=[CH:17][CH:16]=[CH:15][CH:14]=1)=[N+:2]=[N-:3]. (6) Given the reactants [H-].[Na+].[NH:3]1[CH:7]=[CH:6][CH:5]=[CH:4]1.F[S:9]([C:12]1[N:13]=[N:14][C:15]([O:18][CH3:19])=[CH:16][CH:17]=1)(=[O:11])=[O:10], predict the reaction product. The product is: [CH3:19][O:18][C:15]1[N:14]=[N:13][C:12]([S:9]([N:3]2[CH:7]=[CH:6][CH:5]=[CH:4]2)(=[O:11])=[O:10])=[CH:17][CH:16]=1. (7) Given the reactants [Cl:1][C:2]1[C:23]([Cl:24])=[CH:22][C:21]2[C:4](=[CH:5][C:6]3[C:7](=[O:28])[C:8]4[C:17]([C:18](=[O:25])[C:19]=3[CH:20]=2)=[CH:16][C:15]2[C:10](=[CH:11][C:12]([Cl:27])=[C:13]([Cl:26])[CH:14]=2)[CH:9]=4)[CH:3]=1.[BH4-].[Na+], predict the reaction product. The product is: [OH:28][C@H:7]1[C:8]2[C:17](=[CH:16][C:15]3[C:10]([CH:9]=2)=[CH:11][C:12]([Cl:27])=[C:13]([Cl:26])[CH:14]=3)[C@H:18]([OH:25])[C:19]2[CH:20]=[C:21]3[C:4]([CH:3]=[C:2]([Cl:1])[C:23]([Cl:24])=[CH:22]3)=[CH:5][C:6]1=2.